From a dataset of Catalyst prediction with 721,799 reactions and 888 catalyst types from USPTO. Predict which catalyst facilitates the given reaction. (1) Reactant: [CH3:1][O:2][C:3]1[CH:8]=[CH:7][CH:6]=[CH:5][C:4]=1[S:9]([N:12]([CH3:31])[C:13]1[CH:14]=[CH:15][CH:16]=[C:17]2[C:21]=1[NH:20][C:19]([C:22]1[S:23][CH:24]([CH2:27][C:28]([OH:30])=O)[CH2:25][N:26]=1)=[CH:18]2)(=[O:11])=[O:10].[NH2:32][C:33]1[NH:37][N:36]=[N:35][N:34]=1.N1(O)C2C=CC=CC=2N=N1.Cl.CN(C)CCCN=C=NCC. Product: [CH3:1][O:2][C:3]1[CH:8]=[CH:7][CH:6]=[CH:5][C:4]=1[S:9]([N:12]([CH3:31])[C:13]1[CH:14]=[CH:15][CH:16]=[C:17]2[C:21]=1[NH:20][C:19]([C:22]1[S:23][CH:24]([CH2:27][C:28]([NH:32][C:33]3[NH:37][N:36]=[N:35][N:34]=3)=[O:30])[CH2:25][N:26]=1)=[CH:18]2)(=[O:11])=[O:10]. The catalyst class is: 434. (2) Reactant: [C:1]([C:3]1[C:4]([N:17]2[CH2:22][CH2:21][CH:20]([C:23](O)=[O:24])[CH2:19][CH2:18]2)=[N:5][C:6]([CH3:16])=[C:7]([C:9]2[O:10][C:11]([CH2:14][CH3:15])=[CH:12][N:13]=2)[CH:8]=1)#[N:2].CCN=C=NCCCN(C)C.C1C=CC2N(O)N=NC=2C=1.[Cl:47][C:48]1[S:52][C:51]([S:53]([NH2:56])(=[O:55])=[O:54])=[CH:50][CH:49]=1.CCN(C(C)C)C(C)C. The catalyst class is: 2. Product: [Cl:47][C:48]1[S:52][C:51]([S:53]([NH:56][C:23]([CH:20]2[CH2:21][CH2:22][N:17]([C:4]3[C:3]([C:1]#[N:2])=[CH:8][C:7]([C:9]4[O:10][C:11]([CH2:14][CH3:15])=[CH:12][N:13]=4)=[C:6]([CH3:16])[N:5]=3)[CH2:18][CH2:19]2)=[O:24])(=[O:55])=[O:54])=[CH:50][CH:49]=1. (3) Reactant: [C:1]([O:5][C:6]([N:8]1[CH2:12][C@H:11]([S:13][CH2:14][C:15]2[CH:20]=[CH:19][C:18]([O:21][CH3:22])=[CH:17][CH:16]=2)[CH2:10][C@H:9]1[CH2:23][CH2:24][C:25](=[O:30])N(OC)C)=[O:7])([CH3:4])([CH3:3])[CH3:2].[F:31][C:32]1[CH:37]=[CH:36][C:35]([Mg]Br)=[CH:34][CH:33]=1. Product: [C:1]([O:5][C:6]([N:8]1[CH2:12][C@H:11]([S:13][CH2:14][C:15]2[CH:16]=[CH:17][C:18]([O:21][CH3:22])=[CH:19][CH:20]=2)[CH2:10][C@H:9]1[CH2:23][CH2:24][C:25]([C:35]1[CH:36]=[CH:37][C:32]([F:31])=[CH:33][CH:34]=1)=[O:30])=[O:7])([CH3:2])([CH3:4])[CH3:3]. The catalyst class is: 1. (4) Reactant: C([N:8]1[C:12]2([CH2:16][CH2:15][N:14]([C:17]3[CH:18]=[N:19][CH:20]=[C:21]([O:23][CH2:24][CH3:25])[CH:22]=3)[CH2:13]2)[CH2:11][CH2:10][CH2:9]1)C1C=CC=CC=1.Cl.[H][H]. Product: [CH2:24]([O:23][C:21]1[CH:22]=[C:17]([N:14]2[CH2:15][CH2:16][C:12]3([NH:8][CH2:9][CH2:10][CH2:11]3)[CH2:13]2)[CH:18]=[N:19][CH:20]=1)[CH3:25]. The catalyst class is: 261. (5) Reactant: [OH:1][C:2]1[CH:3]=[C:4]([CH:8]=[C:9]([C:11]([F:14])([F:13])[F:12])[CH:10]=1)[C:5]([OH:7])=O.C1CN([P+](ON2N=NC3C=CC=CC2=3)(N2CCCC2)N2CCCC2)CC1.F[P-](F)(F)(F)(F)F.CCN(C(C)C)C(C)C.O[NH:58][C:59]([C:61]1[CH:69]=[CH:68][C:67]2[NH:66][C:65]3[CH:70]([CH2:73][C:74]([O:76][CH2:77][CH3:78])=[O:75])[CH2:71][CH2:72][C:64]=3[C:63]=2[CH:62]=1)=[NH:60]. Product: [OH:1][C:2]1[CH:3]=[C:4]([C:5]2[O:7][N:60]=[C:59]([C:61]3[CH:69]=[CH:68][C:67]4[NH:66][C:65]5[CH:70]([CH2:73][C:74]([O:76][CH2:77][CH3:78])=[O:75])[CH2:71][CH2:72][C:64]=5[C:63]=4[CH:62]=3)[N:58]=2)[CH:8]=[C:9]([C:11]([F:14])([F:13])[F:12])[CH:10]=1. The catalyst class is: 3. (6) Reactant: [CH3:1][N:2]1[CH2:7][CH2:6][N:5]([C:8]2[CH:13]=[CH:12][C:11]([C:14]3[CH:23]=[C:22]4[C:17]([CH:18]=[CH:19][CH:20]=[N:21]4)=[C:16]([N:24]4[CH2:27][CH:26]([NH2:28])[CH2:25]4)[N:15]=3)=[CH:10][CH:9]=2)[CH2:4][CH2:3]1.C(N(C(C)C)CC)(C)C.[CH2:38]([N:40]=[C:41]=[O:42])[CH3:39]. Product: [CH2:38]([NH:40][C:41]([NH:28][CH:26]1[CH2:27][N:24]([C:16]2[N:15]=[C:14]([C:11]3[CH:10]=[CH:9][C:8]([N:5]4[CH2:6][CH2:7][N:2]([CH3:1])[CH2:3][CH2:4]4)=[CH:13][CH:12]=3)[CH:23]=[C:22]3[C:17]=2[CH:18]=[CH:19][CH:20]=[N:21]3)[CH2:25]1)=[O:42])[CH3:39]. The catalyst class is: 120. (7) Reactant: [N+:1]([C:4]1[CH:12]=[CH:11][CH:10]=[C:9]2[C:5]=1[C:6](=[O:26])[N:7]([CH:14]1[CH2:19][CH:18]([O:20][C:21](=[O:23])[CH3:22])[C:17](=[O:24])[NH:16][C:15]1=[O:25])[C:8]2=[O:13])([O-:3])=[O:2].C[Si]([N-][Si](C)(C)C)(C)C.[Na+].C1C=CC(S(N(S(C2C=CC=CC=2)(=O)=O)[F:47])(=O)=O)=CC=1. Product: [F:47][C:14]1([N:7]2[C:6](=[O:26])[C:5]3[C:9](=[CH:10][CH:11]=[CH:12][C:4]=3[N+:1]([O-:3])=[O:2])[C:8]2=[O:13])[CH2:19][CH:18]([O:20][C:21](=[O:23])[CH3:22])[C:17](=[O:24])[NH:16][C:15]1=[O:25]. The catalyst class is: 7. (8) Reactant: [F:1][C:2]1[CH:26]=[CH:25][C:5]([CH2:6][C:7]2[NH:8][C:9]([C:12]3[C:13]([O:23]C)=[C:14]4[C:19](=[O:20])[N:18]([CH3:21])[CH2:17][CH2:16][N:15]4[CH:22]=3)=[N:10][N:11]=2)=[CH:4][CH:3]=1.B(Br)(Br)Br. Product: [F:1][C:2]1[CH:3]=[CH:4][C:5]([CH2:6][C:7]2[NH:8][C:9]([C:12]3[C:13]([OH:23])=[C:14]4[C:19](=[O:20])[N:18]([CH3:21])[CH2:17][CH2:16][N:15]4[CH:22]=3)=[N:10][N:11]=2)=[CH:25][CH:26]=1. The catalyst class is: 4. (9) Reactant: Br[C:2]1[CH:12]=[CH:11][C:5]2[NH:6][C:7](=[O:10])[CH2:8][O:9][C:4]=2[CH:3]=1.C([Sn](CCCC)(CCCC)[C:18]([O:20]CC)=[CH2:19])CCC. Product: [C:18]([C:2]1[CH:12]=[CH:11][C:5]2[NH:6][C:7](=[O:10])[CH2:8][O:9][C:4]=2[CH:3]=1)(=[O:20])[CH3:19]. The catalyst class is: 9.